From a dataset of Peptide-MHC class II binding affinity with 134,281 pairs from IEDB. Regression. Given a peptide amino acid sequence and an MHC pseudo amino acid sequence, predict their binding affinity value. This is MHC class II binding data. The peptide sequence is NNYGSTIEGLLD. The MHC is HLA-DQA10401-DQB10402 with pseudo-sequence HLA-DQA10401-DQB10402. The binding affinity (normalized) is 0.242.